This data is from Full USPTO retrosynthesis dataset with 1.9M reactions from patents (1976-2016). The task is: Predict the reactants needed to synthesize the given product. Given the product [CH3:20][S:21]([O:12][CH2:11][C:8]([C:13]1[CH:18]=[CH:17][CH:16]=[C:15]([Br:19])[CH:14]=1)([C:4]1[CH:5]=[CH:6][CH:7]=[C:2]([Br:1])[CH:3]=1)[CH2:9][O:10][S:21]([CH3:20])(=[O:23])=[O:22])(=[O:23])=[O:22], predict the reactants needed to synthesize it. The reactants are: [Br:1][C:2]1[CH:3]=[C:4]([C:8]([C:13]2[CH:18]=[CH:17][CH:16]=[C:15]([Br:19])[CH:14]=2)([CH2:11][OH:12])[CH2:9][OH:10])[CH:5]=[CH:6][CH:7]=1.[CH3:20][S:21](Cl)(=[O:23])=[O:22].CCN(CC)CC.